This data is from Buchwald-Hartwig C-N cross coupling reaction yields with 55,370 reactions. The task is: Predict the reaction yield, written as a fraction of the theoretical maximum amount of product (1.0 means a 100% yield; for example, 0.34 means a 34% yield). (1) The reactants are FC(F)(F)c1ccc(Cl)cc1.Cc1ccc(N)cc1.O=S(=O)(O[Pd]1c2ccccc2-c2ccccc2N~1)C(F)(F)F.CC(C)c1cc(C(C)C)c(-c2ccccc2P(C2CCCCC2)C2CCCCC2)c(C(C)C)c1.CN1CCCN2CCCN=C12.CCOC(=O)c1cc(C)on1. No catalyst specified. The product is Cc1ccc(Nc2ccc(C(F)(F)F)cc2)cc1. The yield is 0.170. (2) The reactants are CCc1ccc(Br)cc1.Cc1ccc(N)cc1.O=S(=O)(O[Pd]1c2ccccc2-c2ccccc2N~1)C(F)(F)F.COc1ccc(OC)c(P([C@]23C[C@H]4C[C@H](C[C@H](C4)C2)C3)[C@]23C[C@H]4C[C@H](C[C@H](C4)C2)C3)c1-c1c(C(C)C)cc(C(C)C)cc1C(C)C.CCN=P(N=P(N(C)C)(N(C)C)N(C)C)(N(C)C)N(C)C.CCOC(=O)c1ccon1. No catalyst specified. The product is CCc1ccc(Nc2ccc(C)cc2)cc1. The yield is 0.0102.